The task is: Regression. Given two drug SMILES strings and cell line genomic features, predict the synergy score measuring deviation from expected non-interaction effect.. This data is from NCI-60 drug combinations with 297,098 pairs across 59 cell lines. (1) Drug 1: CN(C)C1=NC(=NC(=N1)N(C)C)N(C)C. Cell line: SF-539. Drug 2: COC1=NC(=NC2=C1N=CN2C3C(C(C(O3)CO)O)O)N. Synergy scores: CSS=-0.119, Synergy_ZIP=0.558, Synergy_Bliss=1.42, Synergy_Loewe=-1.65, Synergy_HSA=-0.643. (2) Drug 1: C1=CC(=C2C(=C1NCCNCCO)C(=O)C3=C(C=CC(=C3C2=O)O)O)NCCNCCO. Drug 2: COCCOC1=C(C=C2C(=C1)C(=NC=N2)NC3=CC=CC(=C3)C#C)OCCOC.Cl. Cell line: HCT116. Synergy scores: CSS=55.6, Synergy_ZIP=8.91, Synergy_Bliss=7.21, Synergy_Loewe=-19.9, Synergy_HSA=7.68. (3) Drug 1: CNC(=O)C1=CC=CC=C1SC2=CC3=C(C=C2)C(=NN3)C=CC4=CC=CC=N4. Drug 2: C1CC(=O)NC(=O)C1N2CC3=C(C2=O)C=CC=C3N. Cell line: U251. Synergy scores: CSS=15.2, Synergy_ZIP=-6.28, Synergy_Bliss=-3.75, Synergy_Loewe=-20.6, Synergy_HSA=0.993. (4) Drug 1: CCC1=CC2CC(C3=C(CN(C2)C1)C4=CC=CC=C4N3)(C5=C(C=C6C(=C5)C78CCN9C7C(C=CC9)(C(C(C8N6C)(C(=O)OC)O)OC(=O)C)CC)OC)C(=O)OC. Drug 2: CC1CCC2CC(C(=CC=CC=CC(CC(C(=O)C(C(C(=CC(C(=O)CC(OC(=O)C3CCCCN3C(=O)C(=O)C1(O2)O)C(C)CC4CCC(C(C4)OC)OP(=O)(C)C)C)C)O)OC)C)C)C)OC. Cell line: T-47D. Synergy scores: CSS=40.1, Synergy_ZIP=1.47, Synergy_Bliss=1.05, Synergy_Loewe=5.11, Synergy_HSA=6.38.